This data is from Forward reaction prediction with 1.9M reactions from USPTO patents (1976-2016). The task is: Predict the product of the given reaction. (1) Given the reactants Br[C:2]1[CH:7]=[CH:6][C:5]([C:8]([F:11])([F:10])[F:9])=[CH:4][CH:3]=1.[O:12]=[C:13]1[CH2:18][CH2:17][N:16]([C:19]([O:21][CH2:22][CH3:23])=[O:20])[CH2:15][CH2:14]1, predict the reaction product. The product is: [OH:12][C:13]1([C:2]2[CH:7]=[CH:6][C:5]([C:8]([F:11])([F:10])[F:9])=[CH:4][CH:3]=2)[CH2:14][CH2:15][N:16]([C:19]([O:21][CH2:22][CH3:23])=[O:20])[CH2:17][CH2:18]1. (2) Given the reactants S(Cl)([Cl:3])=O.[CH2:5]([O:7][C:8]1[CH:15]=[CH:14][C:11]([CH2:12]O)=[CH:10][CH:9]=1)[CH3:6].CN(C=O)C, predict the reaction product. The product is: [CH2:5]([O:7][C:8]1[CH:15]=[CH:14][C:11]([CH2:12][Cl:3])=[CH:10][CH:9]=1)[CH3:6]. (3) Given the reactants C(N(CC)CC)C.[CH3:8][O:9][C:10]([C:12]1[C:21](O)=[C:20]2[C:15]([CH:16]=[CH:17][CH:18]=[N:19]2)=[C:14](Br)[N:13]=1)=[O:11].C1(C)C=CC(S(Cl)(=O)=O)=CC=1, predict the reaction product. The product is: [CH3:8][O:9][C:10]([C:12]1[CH:21]=[C:20]2[C:15]([CH:16]=[CH:17][CH:18]=[N:19]2)=[CH:14][N:13]=1)=[O:11]. (4) Given the reactants C(O)(=O)C.[F:5][C:6]1[S:10][C:9]([C:11](=[NH:13])[NH2:12])=[N:8][CH:7]=1.[Cl:14][C:15]1[CH:22]=[C:21]([F:23])[CH:20]=[CH:19][C:16]=1[CH:17]=O.O=[C:25]([CH3:32])[CH2:26][C:27]([O:29][CH2:30][CH3:31])=[O:28], predict the reaction product. The product is: [Cl:14][C:15]1[CH:22]=[C:21]([F:23])[CH:20]=[CH:19][C:16]=1[CH:17]1[C:26]([C:27]([O:29][CH2:30][CH3:31])=[O:28])=[C:25]([CH3:32])[NH:12][C:11]([C:9]2[S:10][C:6]([F:5])=[CH:7][N:8]=2)=[N:13]1. (5) Given the reactants [CH3:1][C:2]([CH:4]([O:7][CH3:8])[O:5][CH3:6])=[O:3].[H-].[Na+].[C:11]([OH:23])(=[O:22])CC(CC(O)=O)(C(O)=O)O.[C:24]1(C)C=CC=C[CH:25]=1, predict the reaction product. The product is: [CH3:6][O:5][CH:4]([O:7][CH3:8])[C:2](=[O:3])[CH2:1][C:11]([O:23][CH2:24][CH3:25])=[O:22]. (6) Given the reactants Cl[CH2:2][C:3]1[N:4]=[C:5]([CH2:18][CH:19]([CH3:21])[CH3:20])[C:6]([C:9]2[C:14]([F:15])=[CH:13][N:12]=[C:11]([O:16][CH3:17])[CH:10]=2)=[N:7][CH:8]=1.[CH:22]1([C@@H:25]([C:31]2[CH:36]=[CH:35][CH:34]=[C:33]([OH:37])[CH:32]=2)[CH2:26][C:27]([O:29][CH3:30])=[O:28])[CH2:24][CH2:23]1.C([O-])([O-])=O.[K+].[K+], predict the reaction product. The product is: [CH:22]1([C@@H:25]([C:31]2[CH:36]=[CH:35][CH:34]=[C:33]([O:37][CH2:2][C:3]3[CH:8]=[N:7][C:6]([C:9]4[C:14]([F:15])=[CH:13][N:12]=[C:11]([O:16][CH3:17])[CH:10]=4)=[C:5]([CH2:18][CH:19]([CH3:21])[CH3:20])[N:4]=3)[CH:32]=2)[CH2:26][C:27]([O:29][CH3:30])=[O:28])[CH2:23][CH2:24]1. (7) Given the reactants C1(C)C(S([O:10][CH2:11][CH2:12][O:13][CH2:14][CH2:15][O:16][CH2:17][CH2:18][O:19][CH2:20][CH2:21]O)(=O)=O)=CC=CC=1.[I-:24].[Na+], predict the reaction product. The product is: [I:24][CH2:21][CH2:20][O:19][CH2:18][CH2:17][O:16][CH2:15][CH2:14][O:13][CH2:12][CH2:11][OH:10]. (8) Given the reactants [Cl:1][C:2]1[CH:7]=[CH:6][C:5]([C:8]2[N:12]3[CH:13]=[C:14]([C:17]4[CH:37]=[CH:36][C:20]([C:21]([N:23]5[CH2:28][CH2:27][N:26](C(OC(C)(C)C)=O)[CH2:25][CH2:24]5)=[O:22])=[CH:19][CH:18]=4)[N:15]=[CH:16][C:11]3=[N:10][CH:9]=2)=[CH:4][CH:3]=1.[C:38]([OH:44])([C:40]([F:43])([F:42])[F:41])=[O:39], predict the reaction product. The product is: [Cl:1][C:2]1[CH:3]=[CH:4][C:5]([C:8]2[N:12]3[CH:13]=[C:14]([C:17]4[CH:18]=[CH:19][C:20]([C:21]([N:23]5[CH2:24][CH2:25][NH:26][CH2:27][CH2:28]5)=[O:22])=[CH:36][CH:37]=4)[N:15]=[CH:16][C:11]3=[N:10][CH:9]=2)=[CH:6][CH:7]=1.[C:38]([OH:44])([C:40]([F:43])([F:42])[F:41])=[O:39].